This data is from Full USPTO retrosynthesis dataset with 1.9M reactions from patents (1976-2016). The task is: Predict the reactants needed to synthesize the given product. (1) Given the product [CH:1]1([C:4]2[CH:11]=[CH:10][CH:9]=[C:8]([F:12])[C:5]=2[CH2:6][OH:7])[CH2:3][CH2:2]1, predict the reactants needed to synthesize it. The reactants are: [CH:1]1([C:4]2[CH:11]=[CH:10][CH:9]=[C:8]([F:12])[C:5]=2[CH:6]=[O:7])[CH2:3][CH2:2]1.[BH4-].[Na+].O. (2) Given the product [NH2:56][C:51]1[CH:52]=[CH:53][CH:54]=[CH:55][C:50]=1[NH:57][C:20](=[O:21])[C:19]1[CH:18]=[CH:17][C:16]([NH:15][C:11]2[N:10]=[C:9]([C:8]3[N:4]([CH:1]([CH3:2])[CH3:3])[C:5]([CH3:25])=[N:6][CH:7]=3)[N:14]=[CH:13][N:12]=2)=[CH:24][CH:23]=1, predict the reactants needed to synthesize it. The reactants are: [CH:1]([N:4]1[C:8]([C:9]2[N:14]=[CH:13][N:12]=[C:11]([NH:15][C:16]3[CH:24]=[CH:23][C:19]([C:20](O)=[O:21])=[CH:18][CH:17]=3)[N:10]=2)=[CH:7][N:6]=[C:5]1[CH3:25])([CH3:3])[CH3:2].CN(C(ON1N=NC2C=CC=NC1=2)=[N+](C)C)C.F[P-](F)(F)(F)(F)F.[C:50]1([NH2:57])[CH:55]=[CH:54][CH:53]=[CH:52][C:51]=1[NH2:56].CN1CCOCC1. (3) Given the product [O:13]=[C:14]1[NH:12][C:11]2[CH:10]=[CH:9][CH:8]=[C:3]([C:4]([O:6][CH3:7])=[O:5])[C:2]=2[NH:1]1, predict the reactants needed to synthesize it. The reactants are: [NH2:1][C:2]1[C:11]([NH2:12])=[CH:10][CH:9]=[CH:8][C:3]=1[C:4]([O:6][CH3:7])=[O:5].[O:13]1CCC[CH2:14]1. (4) The reactants are: [O:1]=[C:2]([CH2:9][CH2:10][CH3:11])[CH2:3][C:4]([O:6][CH2:7][CH3:8])=[O:5].[H-].[Na+].Br[CH2:15][C:16]1[CH:35]=[CH:34][C:19]2/[C:20](=[C:30](/[CH3:33])\[C:31]#[N:32])/[C:21]3[CH:28]=[CH:27][C:26]([F:29])=[CH:25][C:22]=3[O:23][CH2:24][C:18]=2[CH:17]=1.O. Given the product [C:31](/[C:30](=[C:20]1/[C:21]2[CH:28]=[CH:27][C:26]([F:29])=[CH:25][C:22]=2[O:23][CH2:24][C:18]2[CH:17]=[C:16]([CH2:15][CH:3]([C:2](=[O:1])[CH2:9][CH2:10][CH3:11])[C:4]([O:6][CH2:7][CH3:8])=[O:5])[CH:35]=[CH:34][C:19]/1=2)/[CH3:33])#[N:32], predict the reactants needed to synthesize it. (5) The reactants are: [C:1]([O-:4])(=[O:3])[CH3:2].[Na+].N(OC(C)(C)C)=O.N[C@@H:14]([CH2:18][CH3:19])[C:15]([OH:17])=[O:16]. Given the product [C:1]([O:4][C@@H:14]([CH2:18][CH3:19])[C:15]([OH:17])=[O:16])(=[O:3])[CH3:2], predict the reactants needed to synthesize it. (6) The reactants are: Br[C:2]1[C:12]2[O:11][CH2:10][CH2:9][N:8]([C:13]([O:15][C:16]([CH3:19])([CH3:18])[CH3:17])=[O:14])[CH2:7][C:6]=2[CH:5]=[CH:4][CH:3]=1.[CH3:20][C:21]1[S:22][C:23](B2OC(C)(C)C(C)(C)O2)=[C:24]([CH3:26])[N:25]=1.C(=O)([O-])[O-].[Na+].[Na+].O. Given the product [CH3:20][C:21]1[S:22][C:23]([C:2]2[C:12]3[O:11][CH2:10][CH2:9][N:8]([C:13]([O:15][C:16]([CH3:19])([CH3:18])[CH3:17])=[O:14])[CH2:7][C:6]=3[CH:5]=[CH:4][CH:3]=2)=[C:24]([CH3:26])[N:25]=1, predict the reactants needed to synthesize it. (7) Given the product [F:1][C:2]1[C:9]([O:10][CH2:14][CH2:15][OH:16])=[CH:8][C:7]([O:11][CH3:12])=[CH:6][C:3]=1[CH:4]=[O:5], predict the reactants needed to synthesize it. The reactants are: [F:1][C:2]1[C:9]([OH:10])=[CH:8][C:7]([O:11][CH3:12])=[CH:6][C:3]=1[CH:4]=[O:5].Cl[CH2:14][CH2:15][OH:16].[I-].[Na+].C(=O)([O-])[O-].[K+].[K+]. (8) Given the product [Br:1][C:2]1[CH:3]=[CH:4][C:5]2[S:14][C:13]([SH:15])=[N:8][C:6]=2[CH:7]=1, predict the reactants needed to synthesize it. The reactants are: [Br:1][C:2]1[CH:3]=[CH:4][C:5](F)=[C:6]([NH2:8])[CH:7]=1.CCO[C:13]([S-:15])=[S:14].[K+].Cl. (9) Given the product [CH:1]1[C:14]2[CH:13]=[CH:12][C:11]3[C:6](=[CH:7][CH:8]=[CH:9][CH:10]=3)[C:5]=2[CH:4]=[CH:3][C:2]=1[C:15]1[NH:19][N:18]=[C:17]([C:28]([F:31])([F:29])[F:30])[C:16]=1[C:1]1[CH:14]=[CH:5][CH:4]=[CH:3][C:2]=1[C:15]1[NH:32][N:36]=[N:35][N:34]=1, predict the reactants needed to synthesize it. The reactants are: [CH:1]1[C:14]2[CH:13]=[CH:12][C:11]3[C:6](=[CH:7][CH:8]=[CH:9][CH:10]=3)[C:5]=2[CH:4]=[CH:3][C:2]=1[C:15]1[N:19](C2C=CC(C#N)=CC=2)[N:18]=[C:17]([C:28]([F:31])([F:30])[F:29])[CH:16]=1.[NH4+:32].[Cl-].[N-:34]=[N+:35]=[N-:36].[Na+].